Dataset: NCI-60 drug combinations with 297,098 pairs across 59 cell lines. Task: Regression. Given two drug SMILES strings and cell line genomic features, predict the synergy score measuring deviation from expected non-interaction effect. (1) Drug 1: CC1=C2C(C(=O)C3(C(CC4C(C3C(C(C2(C)C)(CC1OC(=O)C(C(C5=CC=CC=C5)NC(=O)C6=CC=CC=C6)O)O)OC(=O)C7=CC=CC=C7)(CO4)OC(=O)C)O)C)OC(=O)C. Drug 2: CC(C)NC(=O)C1=CC=C(C=C1)CNNC.Cl. Cell line: HL-60(TB). Synergy scores: CSS=36.7, Synergy_ZIP=-1.87, Synergy_Bliss=-4.96, Synergy_Loewe=-33.9, Synergy_HSA=-5.31. (2) Drug 1: C1C(C(OC1N2C=C(C(=O)NC2=O)F)CO)O. Drug 2: CC(C)NC(=O)C1=CC=C(C=C1)CNNC.Cl. Cell line: A498. Synergy scores: CSS=14.2, Synergy_ZIP=-6.76, Synergy_Bliss=-6.96, Synergy_Loewe=-4.03, Synergy_HSA=-3.91. (3) Drug 1: CC1=CC=C(C=C1)C2=CC(=NN2C3=CC=C(C=C3)S(=O)(=O)N)C(F)(F)F. Drug 2: C1=NC(=NC(=O)N1C2C(C(C(O2)CO)O)O)N. Cell line: TK-10. Synergy scores: CSS=15.2, Synergy_ZIP=-3.57, Synergy_Bliss=4.22, Synergy_Loewe=-22.8, Synergy_HSA=-3.54.